Dataset: Catalyst prediction with 721,799 reactions and 888 catalyst types from USPTO. Task: Predict which catalyst facilitates the given reaction. (1) Reactant: [CH:1]([C:4]1[CH:9]=[C:8]([O:10][CH3:11])[CH:7]=[CH:6][C:5]=1[S:12]([C:15]1[CH:20]=[CH:19][C:18]([CH3:21])=[CH:17][CH:16]=1)(=[O:14])=[O:13])([CH3:3])[CH3:2].[I:22]Cl.C([O-])(O)=O.[Na+]. Product: [I:22][C:7]1[CH:6]=[C:5]([S:12]([C:15]2[CH:16]=[CH:17][C:18]([CH3:21])=[CH:19][CH:20]=2)(=[O:13])=[O:14])[C:4]([CH:1]([CH3:3])[CH3:2])=[CH:9][C:8]=1[O:10][CH3:11]. The catalyst class is: 313. (2) Reactant: [NH2:1][C:2]1[CH:10]=[CH:9][C:5]([C:6]([OH:8])=[O:7])=[CH:4][CH:3]=1.[N:11](=[C:13]1[CH2:18][CH2:17][C@H:16]2[C@H:19]3[C@H:29]([CH2:30][CH2:31][C@:14]12[CH3:15])[C@:27]1([CH3:28])[C:22]([CH2:23][C@@H:24](O)[CH2:25][CH2:26]1)=[CH:21][CH2:20]3)[OH:12].C1(N=C=NC2CCCCC2)CCCCC1. Product: [NH2:1][C:2]1[CH:10]=[CH:9][C:5]([C:6]([O:8][C@H:24]2[CH2:25][CH2:26][C@@:27]3([CH3:28])[C:22](=[CH:21][CH2:20][C@@H:19]4[C@@H:29]3[CH2:30][CH2:31][C@@:14]3([CH3:15])[C@H:16]4[CH2:17][CH2:18][C:13]3=[N:11][OH:12])[CH2:23]2)=[O:7])=[CH:4][CH:3]=1. The catalyst class is: 4. (3) Reactant: Cl.[CH2:2]([CH:4]1[CH2:9][CH2:8][CH2:7][CH2:6][N:5]1[C:10]1[CH:18]=[CH:17][C:13]([C:14]([OH:16])=O)=[CH:12][C:11]=1[CH2:19][O:20][CH3:21])[CH3:3].[NH2:22][C:23](=[N:43]O)[C:24]1[CH:33]=[C:32]2[C:27]([CH2:28][CH2:29][N:30]([CH2:34][CH2:35][C:36]([O:38][C:39]([CH3:42])([CH3:41])[CH3:40])=[O:37])[CH2:31]2)=[CH:26][CH:25]=1. Product: [CH2:2]([CH:4]1[CH2:9][CH2:8][CH2:7][CH2:6][N:5]1[C:10]1[CH:18]=[CH:17][C:13]([C:14]2[O:16][N:22]=[C:23]([C:24]3[CH:33]=[C:32]4[C:27]([CH2:28][CH2:29][N:30]([CH2:34][CH2:35][C:36]([O:38][C:39]([CH3:42])([CH3:41])[CH3:40])=[O:37])[CH2:31]4)=[CH:26][CH:25]=3)[N:43]=2)=[CH:12][C:11]=1[CH2:19][O:20][CH3:21])[CH3:3]. The catalyst class is: 25.